Dataset: NCI-60 drug combinations with 297,098 pairs across 59 cell lines. Task: Regression. Given two drug SMILES strings and cell line genomic features, predict the synergy score measuring deviation from expected non-interaction effect. (1) Drug 1: C1=C(C(=O)NC(=O)N1)F. Drug 2: C(=O)(N)NO. Cell line: MDA-MB-231. Synergy scores: CSS=17.8, Synergy_ZIP=-7.55, Synergy_Bliss=0.312, Synergy_Loewe=-4.13, Synergy_HSA=2.65. (2) Drug 1: CS(=O)(=O)C1=CC(=C(C=C1)C(=O)NC2=CC(=C(C=C2)Cl)C3=CC=CC=N3)Cl. Drug 2: CC12CCC3C(C1CCC2OP(=O)(O)O)CCC4=C3C=CC(=C4)OC(=O)N(CCCl)CCCl.[Na+]. Cell line: A549. Synergy scores: CSS=4.69, Synergy_ZIP=-2.87, Synergy_Bliss=-7.61, Synergy_Loewe=-8.60, Synergy_HSA=-8.09.